Dataset: Merck oncology drug combination screen with 23,052 pairs across 39 cell lines. Task: Regression. Given two drug SMILES strings and cell line genomic features, predict the synergy score measuring deviation from expected non-interaction effect. Drug 1: O=c1[nH]cc(F)c(=O)[nH]1. Drug 2: CNC(=O)c1cc(Oc2ccc(NC(=O)Nc3ccc(Cl)c(C(F)(F)F)c3)cc2)ccn1. Cell line: UWB1289. Synergy scores: synergy=1.86.